Dataset: Catalyst prediction with 721,799 reactions and 888 catalyst types from USPTO. Task: Predict which catalyst facilitates the given reaction. (1) Reactant: C1(P(C2C=CC=CC=2)C2C=CC=CC=2)C=CC=CC=1.BrN1C(=O)CCC1=O.[CH:28]1(/[CH:33]=[C:34](\[C:38]2[CH:43]=[CH:42][C:41]([N:44]3[C:48]([CH3:49])=[N:47][N:46]=[N:45]3)=[C:40]([S:50]([CH3:53])(=[O:52])=[O:51])[CH:39]=2)/[C:35]([OH:37])=O)[CH2:32][CH2:31][CH2:30][CH2:29]1.[NH2:54][C:55]1[S:56][CH:57]=[CH:58][N:59]=1. Product: [CH:28]1(/[CH:33]=[C:34](\[C:38]2[CH:43]=[CH:42][C:41]([N:44]3[C:48]([CH3:49])=[N:47][N:46]=[N:45]3)=[C:40]([S:50]([CH3:53])(=[O:52])=[O:51])[CH:39]=2)/[C:35]([NH:54][C:55]2[S:56][CH:57]=[CH:58][N:59]=2)=[O:37])[CH2:29][CH2:30][CH2:31][CH2:32]1. The catalyst class is: 2. (2) Reactant: Cl[C:2](OC1C=CC([N+]([O-])=O)=CC=1)=[O:3].[CH3:14][N:15]([CH3:20])[CH2:16][CH2:17][CH2:18][OH:19].[CH3:21][N:22]([CH3:37])[CH2:23][CH2:24][NH:25][CH2:26][C:27]1[CH:36]=[CH:35][C:30]([C:31]([O:33][CH3:34])=[O:32])=[CH:29][CH:28]=1.C(N(CC)CC)C. Product: [CH3:37][N:22]([CH3:21])[CH2:23][CH2:24][N:25]([CH2:26][C:27]1[CH:28]=[CH:29][C:30]([C:31]([O:33][CH3:34])=[O:32])=[CH:35][CH:36]=1)[C:2]([O:19][CH2:18][CH2:17][CH2:16][N:15]([CH3:20])[CH3:14])=[O:3]. The catalyst class is: 2. (3) Reactant: C[Si]([N-][Si](C)(C)C)(C)C.[Na+].[Cl:11][C:12]1[CH:17]=[CH:16][CH:15]=[C:14]([NH:18][CH3:19])[N:13]=1.[Cl:20][C:21]1[N:26]=[C:25](Cl)[CH:24]=[CH:23][N:22]=1. Product: [Cl:20][C:21]1[N:26]=[C:25]([N:18]([C:14]2[CH:15]=[CH:16][CH:17]=[C:12]([Cl:11])[N:13]=2)[CH3:19])[CH:24]=[CH:23][N:22]=1. The catalyst class is: 559.